Dataset: Catalyst prediction with 721,799 reactions and 888 catalyst types from USPTO. Task: Predict which catalyst facilitates the given reaction. (1) Reactant: [Br:1][CH2:2][CH2:3][CH2:4][CH2:5][CH2:6][CH2:7][C:8]([O:10]CC)=[O:9].[Li+].[OH-].Cl. Product: [Br:1][CH2:2][CH2:3][CH2:4][CH2:5][CH2:6][CH2:7][C:8]([OH:10])=[O:9]. The catalyst class is: 88. (2) Reactant: [BH4-].[Na+].[C:3]([O:7][C:8](=[O:39])[N:9]([CH:26]1[CH2:31][CH2:30][N:29]([CH2:32][C:33]2[CH:38]=[CH:37][CH:36]=[CH:35][CH:34]=2)[CH2:28][CH2:27]1)[CH2:10][C:11]1[N:12]=[C:13]([CH:24]=[O:25])[N:14]([CH2:16][O:17][CH2:18][CH2:19][Si:20]([CH3:23])([CH3:22])[CH3:21])[CH:15]=1)([CH3:6])([CH3:5])[CH3:4].O. Product: [C:3]([O:7][C:8](=[O:39])[N:9]([CH:26]1[CH2:27][CH2:28][N:29]([CH2:32][C:33]2[CH:38]=[CH:37][CH:36]=[CH:35][CH:34]=2)[CH2:30][CH2:31]1)[CH2:10][C:11]1[N:12]=[C:13]([CH2:24][OH:25])[N:14]([CH2:16][O:17][CH2:18][CH2:19][Si:20]([CH3:23])([CH3:22])[CH3:21])[CH:15]=1)([CH3:6])([CH3:4])[CH3:5]. The catalyst class is: 8. (3) Reactant: [OH:1][CH:2]1[CH2:7][CH2:6][O:5][CH2:4][CH2:3]1.C(NC(C)C)(C)C.[Li].[N:16]1([C:20]2[C:29]3[C:24](=[N:25][C:26](Cl)=[C:27]([Cl:30])[N:28]=3)[N:23]=[C:22]([Cl:32])[N:21]=2)[CH2:19][CH2:18][CH2:17]1.O. Product: [N:16]1([C:20]2[C:29]3[C:24](=[N:25][C:26]([O:1][CH:2]4[CH2:7][CH2:6][O:5][CH2:4][CH2:3]4)=[C:27]([Cl:30])[N:28]=3)[N:23]=[C:22]([Cl:32])[N:21]=2)[CH2:19][CH2:18][CH2:17]1. The catalyst class is: 7.